Dataset: Catalyst prediction with 721,799 reactions and 888 catalyst types from USPTO. Task: Predict which catalyst facilitates the given reaction. (1) Reactant: [OH-].[Li+].[CH2:3]([O:7][C:8]1[CH:38]=[CH:37][C:11]([C:12]([NH:14][CH2:15][C@H:16]([N:21]2[CH2:26][CH2:25][N:24]([S:27]([C:30]3[CH:35]=[CH:34][C:33]([CH3:36])=[CH:32][CH:31]=3)(=[O:29])=[O:28])[CH2:23][CH2:22]2)[C:17]([O:19]C)=[O:18])=[O:13])=[CH:10][CH:9]=1)[C:4]#[C:5][CH3:6].O. Product: [CH2:3]([O:7][C:8]1[CH:38]=[CH:37][C:11]([C:12]([NH:14][CH2:15][C@H:16]([N:21]2[CH2:22][CH2:23][N:24]([S:27]([C:30]3[CH:35]=[CH:34][C:33]([CH3:36])=[CH:32][CH:31]=3)(=[O:29])=[O:28])[CH2:25][CH2:26]2)[C:17]([OH:19])=[O:18])=[O:13])=[CH:10][CH:9]=1)[C:4]#[C:5][CH3:6]. The catalyst class is: 7. (2) Reactant: [F:1][C:2]1[CH:20]=[CH:19][C:5]([CH2:6][CH:7]2[C:14]3[CH:13]=[C:12]([C:15]([O:17]C)=[O:16])[NH:11][C:10]=3[CH2:9][CH2:8]2)=[C:4]([CH3:21])[CH:3]=1.[OH-].[Li+]. Product: [F:1][C:2]1[CH:20]=[CH:19][C:5]([CH2:6][CH:7]2[C:14]3[CH:13]=[C:12]([C:15]([OH:17])=[O:16])[NH:11][C:10]=3[CH2:9][CH2:8]2)=[C:4]([CH3:21])[CH:3]=1. The catalyst class is: 5. (3) Reactant: [O:1]1[CH2:6][CH2:5][CH:4]([C:7]#[N:8])[CH2:3][CH2:2]1.C(NC(C)C)(C)C.[Li].Cl[CH2:18][O:19][CH2:20][CH2:21][Cl:22]. Product: [Cl:22][CH2:21][CH2:20][O:19][CH2:18][C:4]1([C:7]#[N:8])[CH2:5][CH2:6][O:1][CH2:2][CH2:3]1. The catalyst class is: 7. (4) Reactant: [CH2:1]([N:8]1[CH2:12][CH2:11][C:10](=O)[CH2:9]1)[C:2]1[CH:7]=[CH:6][CH:5]=[CH:4][CH:3]=1.[NH2:14][C:15]1[CH:16]=[C:17]2[C:21](=[CH:22][CH:23]=1)[NH:20][N:19]=[CH:18]2.C(O)(=O)C.C(=O)([O-])O.[Na+]. Product: [CH2:1]([N:8]1[CH2:12][CH2:11][CH2:10][CH:9]1[NH:14][C:15]1[CH:16]=[C:17]2[C:21](=[CH:22][CH:23]=1)[NH:20][N:19]=[CH:18]2)[C:2]1[CH:7]=[CH:6][CH:5]=[CH:4][CH:3]=1. The catalyst class is: 5. (5) Product: [Cl:1][C:2]1[N:3]=[N:4][C:5]([N:12]([C:24](=[O:25])[C:23]2[CH:27]=[CH:28][CH:29]=[CH:30][C:22]=2[F:21])[NH2:13])=[CH:6][C:7]=1[Si:8]([CH3:9])([CH3:10])[CH3:11]. The catalyst class is: 27. Reactant: [Cl:1][C:2]1[N:3]=[N:4][C:5]([NH:12][NH2:13])=[CH:6][C:7]=1[Si:8]([CH3:11])([CH3:10])[CH3:9].C(N(CC)CC)C.[F:21][C:22]1[CH:30]=[CH:29][CH:28]=[CH:27][C:23]=1[C:24](Cl)=[O:25]. (6) Reactant: C(OC([N:8]1[C@H:13]([CH3:14])[CH2:12][N:11]([CH2:15][CH2:16][CH2:17][N:18]([C:23]2[CH:57]=[CH:56][C:26]([C:27]([O:29][C@H:30]([C:41]3[CH:46]=[CH:45][C:44]([O:47][CH:48]([F:50])[F:49])=[C:43]([O:51][CH2:52][CH:53]4[CH2:55][CH2:54]4)[CH:42]=3)[CH2:31][C:32]3[C:37]([Cl:38])=[CH:36][N+:35]([O-:39])=[CH:34][C:33]=3[Cl:40])=[O:28])=[CH:25][C:24]=2[O:58][CH2:59][CH:60]2[CH2:62][CH2:61]2)[S:19]([CH3:22])(=[O:21])=[O:20])[C@@H:10]([CH3:63])[CH2:9]1)=O)(C)(C)C. Product: [Cl:38][C:37]1[CH:36]=[N+:35]([O-:39])[CH:34]=[C:33]([Cl:40])[C:32]=1[CH2:31][C@H:30]([O:29][C:27](=[O:28])[C:26]1[CH:56]=[CH:57][C:23]([N:18]([CH2:17][CH2:16][CH2:15][N:11]2[CH2:12][C@@H:13]([CH3:14])[NH:8][CH2:9][C@@H:10]2[CH3:63])[S:19]([CH3:22])(=[O:20])=[O:21])=[C:24]([O:58][CH2:59][CH:60]2[CH2:61][CH2:62]2)[CH:25]=1)[C:41]1[CH:46]=[CH:45][C:44]([O:47][CH:48]([F:50])[F:49])=[C:43]([O:51][CH2:52][CH:53]2[CH2:54][CH2:55]2)[CH:42]=1. The catalyst class is: 89. (7) Reactant: [CH:1]1[C:13]2[CH:12]([CH2:14][O:15][C:16]([N:18]([CH3:26])[C@H:19]([C:23](O)=[O:24])[CH:20]([CH3:22])[CH3:21])=[O:17])[C:11]3[C:6](=[CH:7][CH:8]=[CH:9][CH:10]=3)[C:5]=2[CH:4]=[CH:3][CH:2]=1.[C:27]([O:31][C:32](=[O:51])[CH2:33][C@@H:34]([O:49][CH3:50])[C@@H:35]([N:40]([CH3:48])[C:41](=[O:47])[C@H:42]([CH:44]([CH3:46])[CH3:45])[NH2:43])[C@@H:36]([CH3:39])[CH2:37][CH3:38])([CH3:30])([CH3:29])[CH3:28].Cl.CN(C)CCCN=C=NCC.O.ON1C2C=CC=CC=2N=N1.[Cl-].[NH4+]. Product: [CH:10]1[C:11]2[CH:12]([CH2:14][O:15][C:16]([N:18]([CH3:26])[C@H:19]([C:23]([NH:43][C@H:42]([C:41]([N:40]([C@@H:35]([C@@H:36]([CH3:39])[CH2:37][CH3:38])[C@H:34]([O:49][CH3:50])[CH2:33][C:32]([O:31][C:27]([CH3:29])([CH3:30])[CH3:28])=[O:51])[CH3:48])=[O:47])[CH:44]([CH3:45])[CH3:46])=[O:24])[CH:20]([CH3:21])[CH3:22])=[O:17])[C:13]3[C:5](=[CH:4][CH:3]=[CH:2][CH:1]=3)[C:6]=2[CH:7]=[CH:8][CH:9]=1. The catalyst class is: 39.